From a dataset of Full USPTO retrosynthesis dataset with 1.9M reactions from patents (1976-2016). Predict the reactants needed to synthesize the given product. (1) Given the product [N:20]1([C:25]2[CH:33]=[CH:32][CH:31]=[CH:30][C:26]=2[C:27]([N:3]2[CH2:4][C@@H:5]3[C@@H:1]([CH2:6]3)[C@H:2]2[CH2:7][NH:8][C:9]([C:11]2[CH:12]=[CH:13][CH:14]=[C:15]3[O:19][CH:18]=[CH:17][C:16]=23)=[O:10])=[O:28])[CH:24]=[CH:23][CH:22]=[N:21]1, predict the reactants needed to synthesize it. The reactants are: [C@@H:1]12[CH2:6][C@@H:5]1[CH2:4][NH:3][C@@H:2]2[CH2:7][NH:8][C:9]([C:11]1[CH:12]=[CH:13][CH:14]=[C:15]2[O:19][CH:18]=[CH:17][C:16]=12)=[O:10].[N:20]1([C:25]2[CH:33]=[CH:32][CH:31]=[CH:30][C:26]=2[C:27](O)=[O:28])[CH:24]=[CH:23][CH:22]=[N:21]1. (2) Given the product [F:1][C:2]([F:13])([F:14])[C:3]1[CH:4]=[CH:5][C:6]([C:9](=[O:12])[CH:10]=[CH2:11])=[CH:7][CH:8]=1, predict the reactants needed to synthesize it. The reactants are: [F:1][C:2]([F:14])([F:13])[C:3]1[CH:8]=[CH:7][C:6]([CH:9]([OH:12])[CH:10]=[CH2:11])=[CH:5][CH:4]=1.CC(OI1(OC(C)=O)(OC(C)=O)OC(=O)C2C1=CC=CC=2)=O.C(=O)(O)[O-].[Na+].S([O-])([O-])(=O)=S.[Na+].[Na+]. (3) Given the product [CH3:24][N:25]([CH3:38])[C:26]1[CH:27]=[C:28]([N:32]2[CH2:37][CH2:36][N:35]([C:51]([C:42]3[N:43]([C:45]4[CH:50]=[CH:49][CH:48]=[CH:47][CH:46]=4)[N:44]=[C:40]([CH3:39])[CH:41]=3)=[O:52])[CH2:34][CH2:33]2)[CH:29]=[CH:30][CH:31]=1, predict the reactants needed to synthesize it. The reactants are: Cl.CN(C)CCCN=C=NCC.O.ON1C2C=CC=CC=2N=N1.[CH3:24][N:25]([CH3:38])[C:26]1[CH:31]=[CH:30][CH:29]=[C:28]([N:32]2[CH2:37][CH2:36][NH:35][CH2:34][CH2:33]2)[CH:27]=1.[CH3:39][C:40]1[CH:41]=[C:42]([C:51](O)=[O:52])[N:43]([C:45]2[CH:50]=[CH:49][CH:48]=[CH:47][CH:46]=2)[N:44]=1. (4) Given the product [C:37]([O:36][C:35](=[O:41])[NH:34][CH:31]1[CH2:32][CH2:33][N:28]([C:3](=[O:5])[C:2](=[O:1])[CH2:6][C:7]2[CH:12]=[CH:11][CH:10]=[CH:9][CH:8]=2)[CH2:29][CH2:30]1)([CH3:40])([CH3:38])[CH3:39], predict the reactants needed to synthesize it. The reactants are: [O:1]=[C:2]([CH2:6][C:7]1[CH:12]=[CH:11][CH:10]=[CH:9][CH:8]=1)[C:3]([OH:5])=O.C(Cl)(=O)C(Cl)=O.CCN(C(C)C)C(C)C.[NH:28]1[CH2:33][CH2:32][CH:31]([NH:34][C:35](=[O:41])[O:36][C:37]([CH3:40])([CH3:39])[CH3:38])[CH2:30][CH2:29]1.C(O)(=O)CC(CC(O)=O)(C(O)=O)O. (5) Given the product [NH2:1][C:2]1[N:7]=[C:6]([N:8]2[C:16]3[C:11](=[CH:12][CH:13]=[C:14]([C:30]#[C:29][C@@:27]([OH:31])([C:24]4[N:23]=[C:22]([CH3:21])[O:26][N:25]=4)[CH3:28])[CH:15]=3)[C:10]([C:18]([OH:20])=[O:19])=[N:9]2)[CH:5]=[CH:4][N:3]=1, predict the reactants needed to synthesize it. The reactants are: [NH2:1][C:2]1[N:7]=[C:6]([N:8]2[C:16]3[C:11](=[CH:12][CH:13]=[C:14](I)[CH:15]=3)[C:10]([C:18]([OH:20])=[O:19])=[N:9]2)[CH:5]=[CH:4][N:3]=1.[CH3:21][C:22]1[O:26][N:25]=[C:24]([C@:27]([OH:31])([C:29]#[CH:30])[CH3:28])[N:23]=1. (6) Given the product [C:4]([CH2:5][NH:6][C:7](=[O:48])[NH:8][CH2:9][C@:10]12[CH2:44][CH2:43][C@@H:42]([C:45]([CH3:47])=[CH2:46])[C@@H:11]1[C@@H:12]1[C@@:25]([CH3:28])([CH2:26][CH2:27]2)[C@@:24]2([CH3:29])[C@@H:15]([C@:16]3([CH3:41])[C@@H:21]([CH2:22][CH2:23]2)[C:20]([CH3:31])([CH3:30])[C:19]([C:32]2[CH:33]=[CH:34][C:35]([C:36]([OH:38])=[O:37])=[CH:39][CH:40]=2)=[CH:18][CH2:17]3)[CH2:14][CH2:13]1)([OH:49])=[O:3], predict the reactants needed to synthesize it. The reactants are: C([O:3][C:4](=[O:49])[CH2:5][NH:6][C:7](=[O:48])[NH:8][CH2:9][C@:10]12[CH2:44][CH2:43][C@@H:42]([C:45]([CH3:47])=[CH2:46])[C@@H:11]1[C@@H:12]1[C@@:25]([CH3:28])([CH2:26][CH2:27]2)[C@@:24]2([CH3:29])[C@@H:15]([C@:16]3([CH3:41])[C@@H:21]([CH2:22][CH2:23]2)[C:20]([CH3:31])([CH3:30])[C:19]([C:32]2[CH:40]=[CH:39][C:35]([C:36]([OH:38])=[O:37])=[CH:34][CH:33]=2)=[CH:18][CH2:17]3)[CH2:14][CH2:13]1)C.[OH-].[Na+]. (7) Given the product [Br:1][C:2]1[C:7]([F:8])=[CH:6][C:5]2[O:9][CH2:20][CH2:19][O:12][CH2:11][C:4]=2[CH:3]=1, predict the reactants needed to synthesize it. The reactants are: [Br:1][C:2]1[CH:3]=[C:4](O)[C:5]([OH:9])=[CH:6][C:7]=1[F:8].[C:11]([O-])([O-])=[O:12].[Cs+].[Cs+].BrC[CH2:19][CH2:20]Br.